Dataset: HIV replication inhibition screening data with 41,000+ compounds from the AIDS Antiviral Screen. Task: Binary Classification. Given a drug SMILES string, predict its activity (active/inactive) in a high-throughput screening assay against a specified biological target. (1) The compound is CC1=CC2C3=C(OC(C)(C)C2CC1)C(=O)c1c(cc(O)c(C)c1O)C3=O. The result is 0 (inactive). (2) The compound is COc1ccccc1C(=NOCCC(=O)O)c1cccs1. The result is 0 (inactive). (3) The compound is CCC1CN2CCc3cc(OC)c(OC)cc3C2CC1CC1NCCc2cc(O)c(OC)cc21. The result is 0 (inactive). (4) The drug is [Na+].c1ccc2c(c1)[SH+][GeH2+]([SH+]c1ccccc1[SH+][GeH2+]1[SH+]c3ccccc3[SH+]1)[SH+]2. The result is 0 (inactive).